Predict the reactants needed to synthesize the given product. From a dataset of Full USPTO retrosynthesis dataset with 1.9M reactions from patents (1976-2016). (1) Given the product [Cl:37][C:23]1[C:24]([NH:26][CH:27]2[CH:32]3[CH2:33][CH:29]([CH:30]=[CH:31]3)[CH:28]2[C:34]([NH2:36])=[O:35])=[N:25][C:20]([NH:18][C:15]2[CH:16]=[CH:17][C:10]3[CH2:9][CH2:8][CH:7]([N:1]4[CH2:6][CH2:5][O:4][CH2:3][CH2:2]4)[CH2:13][CH2:12][C:11]=3[CH:14]=2)=[N:21][CH:22]=1, predict the reactants needed to synthesize it. The reactants are: [N:1]1([CH:7]2[CH2:13][CH2:12][C:11]3[CH:14]=[C:15]([NH2:18])[CH:16]=[CH:17][C:10]=3[CH2:9][CH2:8]2)[CH2:6][CH2:5][O:4][CH2:3][CH2:2]1.Cl[C:20]1[N:25]=[C:24]([NH:26][C@@H:27]2[C@@H:32]3[CH2:33][C@@H:29]([CH:30]=[CH:31]3)[C@@H:28]2[C:34]([NH2:36])=[O:35])[C:23]([Cl:37])=[CH:22][N:21]=1. (2) Given the product [C:20]([C:19]1[CH:22]=[C:15]([C:13]2[O:12][N:11]=[C:10]([C:4]3[CH:5]=[CH:6][C:7]([O:9][CH2:34][CH2:35][CH2:36][CH2:37][C:38]([O:40][CH2:41][CH3:42])=[O:39])=[CH:8][C:3]=3[CH2:1][CH3:2])[N:14]=2)[CH:16]=[CH:17][C:18]=1[O:23][CH:24]([CH3:25])[CH3:26])#[N:21], predict the reactants needed to synthesize it. The reactants are: [CH2:1]([C:3]1[CH:8]=[C:7]([OH:9])[CH:6]=[CH:5][C:4]=1[C:10]1[N:14]=[C:13]([C:15]2[CH:16]=[CH:17][C:18]([O:23][CH:24]([CH3:26])[CH3:25])=[C:19]([CH:22]=2)[C:20]#[N:21])[O:12][N:11]=1)[CH3:2].C(=O)([O-])[O-].[K+].[K+].Br[CH2:34][CH2:35][CH2:36][CH2:37][C:38]([O:40][CH2:41][CH3:42])=[O:39]. (3) The reactants are: B(O)(O)[C@H:2]1N(C([C@@H](N)C(C)C)=O)C[CH2:4][CH2:3]1.CS(O)(=O)=O.[F:21][C:22]([F:44])([F:43])[C:23]1[CH:28]=[CH:27][CH:26]=[CH:25][C:24]=1[CH2:29][NH:30][C@H:31]1[CH2:35][CH2:34][N:33]([C:36]([O:38][C:39]([CH3:42])([CH3:41])[CH3:40])=[O:37])[CH2:32]1.CC(O)=O.[BH-](OC(C)=O)(OC(C)=O)OC(C)=O.[Na+].C(=O)CC. Given the product [CH2:2]([N:30]([CH2:29][C:24]1[CH:25]=[CH:26][CH:27]=[CH:28][C:23]=1[C:22]([F:43])([F:21])[F:44])[C@H:31]1[CH2:35][CH2:34][N:33]([C:36]([O:38][C:39]([CH3:41])([CH3:40])[CH3:42])=[O:37])[CH2:32]1)[CH2:3][CH3:4], predict the reactants needed to synthesize it. (4) Given the product [Cl:1][C:2]1[CH:10]=[C:6]2[C:5](=[CH:4][CH:3]=1)[N:11]=[CH:12][C:13]([N+:14]([O-:16])=[O:15])=[C:7]2[OH:8], predict the reactants needed to synthesize it. The reactants are: [Cl:1][C:2]1[CH:3]=[CH:4][C:5]([NH:11][CH:12]=[CH:13][N+:14]([O-:16])=[O:15])=[C:6]([CH:10]=1)[C:7](O)=[O:8].C([O-])(=O)C.[K+].C(OC(=O)C)(=O)C. (5) Given the product [CH3:1][C:2]1[N:6]([CH2:7][C:8]2[C:17]3[C:12](=[CH:13][CH:14]=[CH:15][CH:16]=3)[CH:11]=[CH:10][CH:9]=2)[C:5]2[CH:18]=[C:19]([N:25]3[CH2:30][CH2:29][O:28][CH2:27][CH2:26]3)[CH:20]=[C:21]([CH2:22][OH:23])[C:4]=2[N:3]=1, predict the reactants needed to synthesize it. The reactants are: [CH3:1][C:2]1[N:6]([CH2:7][C:8]2[C:17]3[C:12](=[CH:13][CH:14]=[CH:15][CH:16]=3)[CH:11]=[CH:10][CH:9]=2)[C:5]2[CH:18]=[C:19]([N:25]3[CH2:30][CH2:29][O:28][CH2:27][CH2:26]3)[CH:20]=[C:21]([C:22](O)=[O:23])[C:4]=2[N:3]=1.[H-].[H-].[H-].[H-].[Li+].[Al+3]. (6) Given the product [Cl-:18].[Cl-:18].[C:1]1([Zr+2:26][CH:21]2[CH:25]=[CH:24][CH:23]=[CH:22]2)[CH:16]=[CH:15][CH:14]=[C:13]2[C:2]=1[CH:3]=[C:4]1[C:12]3[CH:11]=[CH:10][CH:9]=[CH:8][C:7]=3[N:6]=[C:5]12, predict the reactants needed to synthesize it. The reactants are: [C:1]1([Li])[CH:16]=[CH:15][CH:14]=[C:13]2[C:2]=1[CH:3]=[C:4]1[C:12]3[CH:11]=[CH:10][CH:9]=[CH:8][C:7]=3[N:6]=[C:5]12.[Cl-:18].[Cl-].[Cl-].[CH:21]1([Zr+3:26])[CH:25]=[CH:24][CH:23]=[CH:22]1.